Dataset: Full USPTO retrosynthesis dataset with 1.9M reactions from patents (1976-2016). Task: Predict the reactants needed to synthesize the given product. Given the product [CH3:1][O:2][C:3](=[O:20])[C:4]1[CH:9]=[C:8]([O:10][CH3:11])[C:7]([O:12][CH2:13][CH2:14][O:15][CH3:16])=[CH:6][C:5]=1[NH2:17], predict the reactants needed to synthesize it. The reactants are: [CH3:1][O:2][C:3](=[O:20])[C:4]1[CH:9]=[C:8]([O:10][CH3:11])[C:7]([O:12][CH2:13][CH2:14][O:15][CH3:16])=[CH:6][C:5]=1[N+:17]([O-])=O.[Cl-].[NH4+].